Dataset: Reaction yield outcomes from USPTO patents with 853,638 reactions. Task: Predict the reaction yield, written as a fraction of the theoretical maximum amount of product (1.0 means a 100% yield; for example, 0.34 means a 34% yield). (1) The catalyst is CC(O)C. The yield is 0.800. The reactants are [F:1][C:2]1[C:7]([CH:8]=O)=[CH:6][CH:5]=[CH:4][C:3]=1[C:10]1[N:14]([S:15]([C:18]2[CH:19]=[N:20][CH:21]=[CH:22][CH:23]=2)(=[O:17])=[O:16])[CH:13]=[C:12]([CH2:24][N:25]([CH3:33])[C:26](=[O:32])[O:27][C:28]([CH3:31])([CH3:30])[CH3:29])[CH:11]=1.Cl.[NH2:35][OH:36].C([O-])(=O)C.[Na+].C(=O)([O-])O.[Na+]. The product is [F:1][C:2]1[C:7]([CH:8]=[N:35][OH:36])=[CH:6][CH:5]=[CH:4][C:3]=1[C:10]1[N:14]([S:15]([C:18]2[CH:19]=[N:20][CH:21]=[CH:22][CH:23]=2)(=[O:16])=[O:17])[CH:13]=[C:12]([CH2:24][N:25]([CH3:33])[C:26](=[O:32])[O:27][C:28]([CH3:31])([CH3:30])[CH3:29])[CH:11]=1. (2) The catalyst is O1CCOCC1.C([O-])(=O)C.[Pd+2].C([O-])(=O)C.C(Cl)Cl. The yield is 0.840. The product is [F:14][C:11]1[CH:12]=[CH:13][C:8]([N:4]2[CH:5]=[CH:6][N:7]=[C:2]([NH:26][C:24](=[O:25])[CH2:23][O:16][C:17]3[CH:18]=[CH:19][CH:20]=[CH:21][CH:22]=3)[C:3]2=[O:15])=[CH:9][CH:10]=1. The reactants are Cl[C:2]1[C:3](=[O:15])[N:4]([C:8]2[CH:13]=[CH:12][C:11]([F:14])=[CH:10][CH:9]=2)[CH:5]=[CH:6][N:7]=1.[O:16]([CH2:23][C:24]([NH2:26])=[O:25])[C:17]1[CH:22]=[CH:21][CH:20]=[CH:19][CH:18]=1.C1(P(C2C=CC=CC=2)C2C3OC4C(=CC=CC=4P(C4C=CC=CC=4)C4C=CC=CC=4)C(C)(C)C=3C=CC=2)C=CC=CC=1.C([O-])([O-])=O.[Cs+].[Cs+]. (3) The reactants are [OH:1][CH:2]1[CH2:6][C:5](=[O:7])[CH:4]=[CH:3]1.CN(C1C=CC=CN=1)C.[Si:17](Cl)([C:20]([CH3:23])([CH3:22])[CH3:21])([CH3:19])[CH3:18].O. The catalyst is ClCCl. The product is [O:7]([CH:5]1[CH2:6][C:2](=[O:1])[CH:3]=[CH:4]1)[Si:17]([C:20]([CH3:23])([CH3:22])[CH3:21])([CH3:19])[CH3:18]. The yield is 0.850. (4) The reactants are [CH3:1][O:2][C:3](=[O:36])[C@@H:4]([NH:16][C:17](=[O:35])[C@@H:18]([NH:22][S:23]([C:26]1[CH:31]=[CH:30][CH:29]=[CH:28][C:27]=1[N+:32]([O-:34])=[O:33])(=[O:25])=[O:24])[CH2:19][CH:20]=[CH2:21])[CH2:5][C:6]1[CH:15]=[CH:14][C:13]2[C:8](=[CH:9][CH:10]=[CH:11][CH:12]=2)[CH:7]=1.Br[CH2:38][CH2:39]Br.C(=O)([O-])[O-].[K+].[K+]. The catalyst is CN(C=O)C. The product is [CH3:1][O:2][C:3](=[O:36])[C@@H:4]([N:16]1[CH2:39][CH2:38][N:22]([S:23]([C:26]2[CH:31]=[CH:30][CH:29]=[CH:28][C:27]=2[N+:32]([O-:34])=[O:33])(=[O:25])=[O:24])[C@@H:18]([CH2:19][CH:20]=[CH2:21])[C:17]1=[O:35])[CH2:5][C:6]1[CH:15]=[CH:14][C:13]2[C:8](=[CH:9][CH:10]=[CH:11][CH:12]=2)[CH:7]=1. The yield is 0.970. (5) The reactants are [Cl:1][C:2]1[CH:3]=[C:4]2[C:9](=[CH:10][C:11]=1[Cl:12])[CH:8]=[N:7][C:6]([NH2:13])=[CH:5]2.[Cl:14][C:15]1[C:24]([Cl:25])=[CH:23][CH:22]=[C:21]2[C:16]=1[CH:17]=[C:18]([NH2:26])[N:19]=[CH:20]2.[C:27](N1C=CC=CC1=O)(N1C=CC=CC1=O)=[S:28]. The catalyst is ClCCl. The product is [Cl:1][C:2]1[CH:3]=[C:4]2[C:9](=[CH:10][C:11]=1[Cl:12])[CH:8]=[N:7][C:6]([N:13]=[C:27]=[S:28])=[CH:5]2.[Cl:14][C:15]1[C:24]([Cl:25])=[CH:23][CH:22]=[C:21]2[C:16]=1[CH:17]=[C:18]([N:26]=[C:27]=[S:28])[N:19]=[CH:20]2. The yield is 0.407. (6) The reactants are Cl[C:2]1[N:7]=[C:6]([N:8]2[CH2:13][CH2:12][O:11][CH2:10][CH2:9]2)[N:5]=[C:4]([N:14]2[CH2:19][CH2:18][O:17][CH2:16][CH2:15]2)[N:3]=1.CC1(C)C(C)(C)OB([C:28]2[CH:34]=[CH:33][C:31]([NH2:32])=[CH:30][CH:29]=2)O1.C(=O)([O-])[O-].[Na+].[Na+]. The catalyst is COCCOC.C(OCC)(=O)C.[Pd].C1(P(C2C=CC=CC=2)C2C=CC=CC=2)C=CC=CC=1.C1(P(C2C=CC=CC=2)C2C=CC=CC=2)C=CC=CC=1.C1(P(C2C=CC=CC=2)C2C=CC=CC=2)C=CC=CC=1.C1(P(C2C=CC=CC=2)C2C=CC=CC=2)C=CC=CC=1. The product is [O:17]1[CH2:18][CH2:19][N:14]([C:4]2[N:5]=[C:6]([N:8]3[CH2:13][CH2:12][O:11][CH2:10][CH2:9]3)[N:7]=[C:2]([C:28]3[CH:34]=[CH:33][C:31]([NH2:32])=[CH:30][CH:29]=3)[N:3]=2)[CH2:15][CH2:16]1. The yield is 0.400. (7) The reactants are C[C@@H](PC)[C]1[C](P(C2C3C(=CC=CC=3)C=CC=2)C2C3C(=CC=CC=3)C=CC=2)[CH][CH][CH]1.[CH2:31]([C:38]1[C:47]2[C:42](=[CH:43][CH:44]=[C:45]([Br:48])[CH:46]=2)[CH2:41][CH2:40][C:39]=1[NH:49][C:50](=[O:53])[CH2:51][CH3:52])[C:32]1[CH:37]=[CH:36][CH:35]=[CH:34][CH:33]=1.[H][H]. The catalyst is [Rh+].ClC1CCCCC=CC=1.C(O)C. The product is [CH2:31]([C@@H:38]1[C:47]2[C:42](=[CH:43][CH:44]=[C:45]([Br:48])[CH:46]=2)[CH2:41][CH2:40][C@@H:39]1[NH:49][C:50](=[O:53])[CH2:51][CH3:52])[C:32]1[CH:37]=[CH:36][CH:35]=[CH:34][CH:33]=1. The yield is 0.680.